Dataset: Reaction yield outcomes from USPTO patents with 853,638 reactions. Task: Predict the reaction yield, written as a fraction of the theoretical maximum amount of product (1.0 means a 100% yield; for example, 0.34 means a 34% yield). (1) The reactants are C(OC(=O)[NH:10][C:11]1[CH:16]=[CH:15][C:14]([C:17]([CH3:20])([CH3:19])[CH3:18])=[C:13]([NH:21][CH:22]=[O:23])[CH:12]=1)C1C=CC=CC=1.CO. The catalyst is [Pd].C(Cl)Cl. The product is [NH2:10][C:11]1[CH:16]=[CH:15][C:14]([C:17]([CH3:20])([CH3:19])[CH3:18])=[C:13]([NH:21][CH:22]=[O:23])[CH:12]=1. The yield is 0.960. (2) The reactants are [C:1](OCC)(OCC)(OCC)[CH3:2].Cl.[NH2:13][C:14]1[CH:15]=[C:16]([CH:21]=[C:22]([OH:25])[C:23]=1[OH:24])[C:17]([O:19][CH3:20])=[O:18]. The catalyst is CCCCCC. The product is [OH:25][C:22]1[C:23]2[O:24][C:1]([CH3:2])=[N:13][C:14]=2[CH:15]=[C:16]([C:17]([O:19][CH3:20])=[O:18])[CH:21]=1. The yield is 0.880. (3) The reactants are [Si:1]([O:8]S(C(F)(F)F)(=O)=O)([C:4]([CH3:7])([CH3:6])[CH3:5])([CH3:3])[CH3:2].O[C@@H:17]1[N:23]([C:24]([O:26][CH2:27][C:28]2[CH:33]=[CH:32][C:31]([NH:34][NH:35][CH:36]([CH3:52])[C:37]([NH:39][CH:40]([CH:49]([CH3:51])[CH3:50])[C:41](=[O:48])[C:42]([O:44][CH2:45][CH:46]=[CH2:47])=[O:43])=[O:38])=[CH:30][CH:29]=2)=[O:25])[C:22]2[CH:53]=[C:54]([O:59][Si:60]([CH:67]([CH3:69])[CH3:68])([CH:64]([CH3:66])[CH3:65])[CH:61]([CH3:63])[CH3:62])[C:55]([O:57][CH3:58])=[CH:56][C:21]=2[C:20](=[O:70])[N:19]2[CH:71]=[C:72]([CH3:74])[CH2:73][C@@H:18]12.N1C(C)=CC=CC=1C. The catalyst is ClCCl. The product is [Si:1]([O:8][C@@H:17]1[N:23]([C:24]([O:26][CH2:27][C:28]2[CH:29]=[CH:30][C:31]([NH:34][NH:35][CH:36]([CH3:52])[C:37]([NH:39][CH:40]([CH:49]([CH3:51])[CH3:50])[C:41](=[O:48])[C:42]([O:44][CH2:45][CH:46]=[CH2:47])=[O:43])=[O:38])=[CH:32][CH:33]=2)=[O:25])[C:22]2[CH:53]=[C:54]([O:59][Si:60]([CH:64]([CH3:66])[CH3:65])([CH:67]([CH3:68])[CH3:69])[CH:61]([CH3:62])[CH3:63])[C:55]([O:57][CH3:58])=[CH:56][C:21]=2[C:20](=[O:70])[N:19]2[CH:71]=[C:72]([CH3:74])[CH2:73][C@@H:18]12)([C:4]([CH3:7])([CH3:6])[CH3:5])([CH3:3])[CH3:2]. The yield is 0.650. (4) The reactants are [OH:1][C:2]([C:5]1[N:6]=[C:7]([CH2:13][CH2:14][CH3:15])[NH:8][C:9]=1[C:10]([OH:12])=[O:11])([CH3:4])[CH3:3].Cl.[CH2:17](O)[CH3:18]. No catalyst specified. The product is [OH:1][C:2]([C:5]1[N:6]=[C:7]([CH2:13][CH2:14][CH3:15])[NH:8][C:9]=1[C:10]([O:12][CH2:17][CH3:18])=[O:11])([CH3:4])[CH3:3]. The yield is 0.820. (5) The reactants are [F:1][C:2]1[CH:3]=[CH:4][C:5]2[N:6]([CH:8]=[C:9]([C:11]([NH:13][C@H:14]3[CH2:19][CH2:18][C@@H:17]([N:20]4[C:25](=[O:26])[C:24]5[CH:27]=[C:28]([F:31])[CH:29]=[N:30][C:23]=5[N:22]([C:32]5[CH:33]=[C:34]([C:38]6[CH:43]=[CH:42][C:41]([OH:44])=[CH:40][CH:39]=6)[CH:35]=[CH:36][CH:37]=5)[C:21]4=[O:45])[CH2:16][CH2:15]3)=[O:12])[N:10]=2)[CH:7]=1.C(=O)([O-])[O-].[Cs+].[Cs+].[I-].[K+].Cl.[CH3:55][N:56]([CH3:60])[CH2:57][CH2:58]Cl. The catalyst is CN1C(=O)CCC1. The product is [CH3:55][N:56]([CH3:60])[CH2:57][CH2:58][O:44][C:41]1[CH:40]=[CH:39][C:38]([C:34]2[CH:35]=[CH:36][CH:37]=[C:32]([N:22]3[C:23]4[N:30]=[CH:29][C:28]([F:31])=[CH:27][C:24]=4[C:25](=[O:26])[N:20]([C@@H:17]4[CH2:18][CH2:19][C@H:14]([NH:13][C:11]([C:9]5[N:10]=[C:5]6[CH:4]=[CH:3][C:2]([F:1])=[CH:7][N:6]6[CH:8]=5)=[O:12])[CH2:15][CH2:16]4)[C:21]3=[O:45])[CH:33]=2)=[CH:43][CH:42]=1. The yield is 0.200. (6) The reactants are C1C(=O)N([Br:8])C(=O)C1.[F:9][C:10]1[C:19]2[C:18](=O)[O:17]C(=O)[NH:15][C:14]=2[CH:13]=[CH:12][CH:11]=1.CN.C1COCC1.C[N:30]([CH:32]=O)C. The catalyst is C(Cl)Cl.O. The product is [NH2:15][C:14]1[C:19]([C:18]([NH:30][CH3:32])=[O:17])=[C:10]([F:9])[C:11]([Br:8])=[CH:12][CH:13]=1. The yield is 0.320. (7) The reactants are [F:1][C:2]([C:12]1[CH:17]=[CH:16][C:15](I)=[CH:14][CH:13]=1)([CH3:11])[CH2:3][NH:4][S:5]([CH:8]([CH3:10])[CH3:9])(=[O:7])=[O:6].[C:19]([OH:24])#[C:20][CH2:21][CH2:22][CH3:23].CCN(CC)CC. The catalyst is C1COCC1.CCOCC.Cl[Pd](Cl)([P](C1C=CC=CC=1)(C1C=CC=CC=1)C1C=CC=CC=1)[P](C1C=CC=CC=1)(C1C=CC=CC=1)C1C=CC=CC=1. The product is [F:1][C:2]([C:12]1[CH:17]=[CH:16][C:15]([C:23]#[C:22][CH2:21][CH2:20][CH2:19][OH:24])=[CH:14][CH:13]=1)([CH3:11])[CH2:3][NH:4][S:5]([CH:8]([CH3:10])[CH3:9])(=[O:7])=[O:6]. The yield is 0.560. (8) The reactants are Br[C:2]1[CH:11]=[CH:10][CH:9]=[CH:8][C:3]=1[C:4]([O:6][CH3:7])=[O:5].[NH:12]1[CH2:17][CH2:16][NH:15][CH2:14][CH2:13]1.C([O-])([O-])=O.[K+].[K+]. The catalyst is O1OCCCC1. The product is [C:4]([C:3]1[CH:8]=[CH:9][CH:10]=[CH:11][C:2]=1[N:12]1[CH2:17][CH2:16][NH:15][CH2:14][CH2:13]1)([O:6][CH3:7])=[O:5]. The yield is 0.260. (9) The reactants are [CH2:1]([N:8]1[CH2:13][CH2:12][N:11]([C:14]([C@@H:16]2[CH2:20][CH2:19][CH2:18][N:17]2[C:21](OC(C)(C)C)=O)=O)[CH2:10][CH2:9]1)[C:2]1[CH:7]=[CH:6][CH:5]=[CH:4][CH:3]=1.[H-].[Al+3].[Li+].[H-].[H-].[H-]. The catalyst is C1COCC1. The product is [CH2:1]([N:8]1[CH2:9][CH2:10][N:11]([CH2:14][C@@H:16]2[CH2:20][CH2:19][CH2:18][N:17]2[CH3:21])[CH2:12][CH2:13]1)[C:2]1[CH:7]=[CH:6][CH:5]=[CH:4][CH:3]=1. The yield is 0.960. (10) The product is [CH2:1]([O:13][C:14]1[CH:15]=[CH:16][C:17]([CH2:18][OH:19])=[CH:20][CH:21]=1)[CH2:2][CH2:3][CH2:4][CH2:5][CH2:6][CH2:7][CH2:8][CH2:9][CH2:10][CH2:11][CH3:12]. The yield is 0.940. The reactants are [CH2:1]([O:13][C:14]1[CH:21]=[CH:20][C:17]([CH:18]=[O:19])=[CH:16][CH:15]=1)[CH2:2][CH2:3][CH2:4][CH2:5][CH2:6][CH2:7][CH2:8][CH2:9][CH2:10][CH2:11][CH3:12].[BH4-].[Na+]. The catalyst is C1COCC1.